From a dataset of Full USPTO retrosynthesis dataset with 1.9M reactions from patents (1976-2016). Predict the reactants needed to synthesize the given product. (1) Given the product [CH2:17]([O:24][C:25]1[CH:26]=[C:27]([CH2:33][CH2:34][NH:35][C:13](=[O:15])/[CH:12]=[CH:11]/[C:6]2[CH:7]=[C:8]([O:9][CH3:10])[C:3]([O:2][CH3:1])=[CH:4][C:5]=2[CH3:16])[CH:28]=[CH:29][C:30]=1[O:31][CH3:32])[C:18]1[CH:19]=[CH:20][CH:21]=[CH:22][CH:23]=1, predict the reactants needed to synthesize it. The reactants are: [CH3:1][O:2][C:3]1[C:8]([O:9][CH3:10])=[CH:7][C:6](/[CH:11]=[CH:12]/[C:13]([OH:15])=O)=[C:5]([CH3:16])[CH:4]=1.[CH2:17]([O:24][C:25]1[CH:26]=[C:27]([CH2:33][CH2:34][NH2:35])[CH:28]=[CH:29][C:30]=1[O:31][CH3:32])[C:18]1[CH:23]=[CH:22][CH:21]=[CH:20][CH:19]=1.CCN(C(C)C)C(C)C.CN(C(ON1N=NC2C=CC=NC1=2)=[N+](C)C)C.F[P-](F)(F)(F)(F)F. (2) The reactants are: [CH2:1]([C:3](=[CH:6][CH2:7][C:8]1[C:9]([O:21][CH2:22][CH2:23][Si:24]([CH3:27])([CH3:26])[CH3:25])=[C:10]2[C:14](=[C:15]([CH3:19])[C:16]=1[O:17][CH3:18])[CH2:13][O:12][C:11]2=[O:20])[CH:4]=[O:5])[CH3:2].[Li+].[BH4-]. Given the product [OH:5][CH2:4][C:3]([CH2:1][CH3:2])=[CH:6][CH2:7][C:8]1[C:9]([O:21][CH2:22][CH2:23][Si:24]([CH3:25])([CH3:27])[CH3:26])=[C:10]2[C:14]([CH2:13][O:12][C:11]2=[O:20])=[C:15]([CH3:19])[C:16]=1[O:17][CH3:18], predict the reactants needed to synthesize it. (3) Given the product [NH2:11][C:7]1[CH:8]=[CH:9][CH:10]=[C:2]([Br:1])[C:3]=1[C:4]([OH:6])=[O:5], predict the reactants needed to synthesize it. The reactants are: [Br:1][C:2]1[CH:10]=[CH:9][CH:8]=[C:7]([N+:11]([O-])=O)[C:3]=1[C:4]([OH:6])=[O:5].[Cl-].[NH4+].BrC1C=CC=C([N+]([O-])=O)C=1C.